This data is from Forward reaction prediction with 1.9M reactions from USPTO patents (1976-2016). The task is: Predict the product of the given reaction. (1) Given the reactants [I:1][C:2]1[C:10]([C:11]([F:14])([F:13])[F:12])=[CH:9][CH:8]=[CH:7][C:3]=1[C:4](O)=[O:5].S(Cl)([Cl:17])=O, predict the reaction product. The product is: [I:1][C:2]1[C:10]([C:11]([F:14])([F:13])[F:12])=[CH:9][CH:8]=[CH:7][C:3]=1[C:4]([Cl:17])=[O:5]. (2) Given the reactants COC(=O)C1C=CC(N(CC2C=CC=CC=2)S(C2C=CC(OC)=CC=2)(=O)=O)=CC=1.[N:30]1[CH:35]=[CH:34][CH:33]=[CH:32][C:31]=1[CH2:36][NH:37][CH2:38][C:39]1[CH:44]=[CH:43][C:42]([C:45]2[N:46]=[N:47][NH:48][N:49]=2)=[CH:41][CH:40]=1.[C:50]([C:52]1[CH:57]=[CH:56][C:55]([S:58](Cl)(=[O:60])=[O:59])=[CH:54][CH:53]=1)#[N:51], predict the reaction product. The product is: [C:50]([C:52]1[CH:53]=[CH:54][C:55]([S:58]([N:37]([CH2:36][C:31]2[CH:32]=[CH:33][CH:34]=[CH:35][N:30]=2)[CH2:38][C:39]2[CH:44]=[CH:43][C:42]([C:45]3[N:46]=[N:47][NH:48][N:49]=3)=[CH:41][CH:40]=2)(=[O:60])=[O:59])=[CH:56][CH:57]=1)#[N:51]. (3) The product is: [F:25][C:2]([F:1])([C:18]1[CH:19]=[CH:20][C:21]([CH3:24])=[CH:22][CH:23]=1)[CH2:3][N:4]1[CH2:5][CH2:6][CH:7]([NH2:10])[CH2:8][CH2:9]1. Given the reactants [F:1][C:2]([F:25])([C:18]1[CH:23]=[CH:22][C:21]([CH3:24])=[CH:20][CH:19]=1)[CH2:3][N:4]1[CH2:9][CH2:8][CH:7]([NH:10]C(=O)OC(C)(C)C)[CH2:6][CH2:5]1.C(O)(C(F)(F)F)=O, predict the reaction product.